Dataset: Full USPTO retrosynthesis dataset with 1.9M reactions from patents (1976-2016). Task: Predict the reactants needed to synthesize the given product. (1) Given the product [CH2:1]([NH:3][C:4](=[O:22])[NH:5][C:6]1[CH:14]=[C:13]([NH:15][C:16]2[CH:21]=[CH:20][CH:19]=[CH:18][CH:17]=2)[C:9]([C:10]([NH:37][C:32]2[N:31]([CH3:47])[N:39]=[CH:34][CH:33]=2)=[O:12])=[CH:8][N:7]=1)[CH3:2], predict the reactants needed to synthesize it. The reactants are: [CH2:1]([NH:3][C:4](=[O:22])[NH:5][C:6]1[CH:14]=[C:13]([NH:15][C:16]2[CH:21]=[CH:20][CH:19]=[CH:18][CH:17]=2)[C:9]([C:10]([OH:12])=O)=[CH:8][N:7]=1)[CH3:2].CN(C(O[N:31]1[N:39]=N[C:33]2[CH:34]=CC=[N:37][C:32]1=2)=[N+](C)C)C.F[P-](F)(F)(F)(F)F.[CH:47]1C=CC2N(O)N=NC=2C=1.CCN(C(C)C)C(C)C.CN1C=CC(N)=N1. (2) Given the product [S:4]1[CH2:5][CH2:6][N:1]([C:7]2[CH:8]=[CH:9][C:10]([N:13]3[CH2:33][C@H:32]([CH2:31][NH:30][C:29](=[O:36])[O:28][C:24]([CH3:27])([CH3:26])[CH3:25])[O:35][C:14]3=[O:15])=[CH:11][CH:12]=2)[CH2:2][CH2:3]1, predict the reactants needed to synthesize it. The reactants are: [N:1]1([C:7]2[CH:12]=[CH:11][C:10]([NH:13][C:14](=O)[O:15]CC3C=CC=CC=3)=[CH:9][CH:8]=2)[CH2:6][CH2:5][S:4][CH2:3][CH2:2]1.[C:24]([O:28][C:29](=[O:36])[NH:30][CH2:31][CH:32]([OH:35])[CH2:33]Cl)([CH3:27])([CH3:26])[CH3:25].CC(C)([O-])C.[Li+].[NH4+].[Cl-]. (3) Given the product [CH3:1][C:2]1([CH3:10])[C:4]([CH3:6])([CH3:5])[CH:3]1[C:7]([O:9][CH2:49][C:48]1[C:43]([N:40]2[CH2:41][CH2:42][N:37]([CH2:36][C:33]3[CH:32]=[CH:31][C:30]([CH2:29][N:26]([CH2:25][C:19]4[C:20]([F:24])=[CH:21][CH:22]=[CH:23][C:18]=4[Cl:17])[CH2:27][CH3:28])=[CH:35][CH:34]=3)[CH2:38][CH2:39]2)=[N:44][CH:45]=[CH:46][CH:47]=1)=[O:8], predict the reactants needed to synthesize it. The reactants are: [CH3:1][C:2]1([CH3:10])[C:4]([CH3:6])([CH3:5])[CH:3]1[C:7]([OH:9])=[O:8].C(Cl)(=O)C(Cl)=O.[Cl:17][C:18]1[CH:23]=[CH:22][CH:21]=[C:20]([F:24])[C:19]=1[CH2:25][N:26]([CH2:29][C:30]1[CH:35]=[CH:34][C:33]([CH2:36][N:37]2[CH2:42][CH2:41][N:40]([C:43]3[C:48]([CH2:49]O)=[CH:47][CH:46]=[CH:45][N:44]=3)[CH2:39][CH2:38]2)=[CH:32][CH:31]=1)[CH2:27][CH3:28].C(N(CC)CC)C. (4) Given the product [N:1]1([S:11]([C:14]2[CH:22]=[CH:21][C:17]([C:18]([NH:29][C:27]3[S:28][C:24]([CH3:23])=[C:25]([C:30]4[CH:35]=[CH:34][CH:33]=[CH:32][CH:31]=4)[N:26]=3)=[O:20])=[CH:16][CH:15]=2)(=[O:13])=[O:12])[C:10]2[C:5](=[CH:6][CH:7]=[CH:8][CH:9]=2)[CH2:4][CH2:3][CH2:2]1, predict the reactants needed to synthesize it. The reactants are: [N:1]1([S:11]([C:14]2[CH:22]=[CH:21][C:17]([C:18]([OH:20])=O)=[CH:16][CH:15]=2)(=[O:13])=[O:12])[C:10]2[C:5](=[CH:6][CH:7]=[CH:8][CH:9]=2)[CH2:4][CH2:3][CH2:2]1.[CH3:23][C:24]1[S:28][C:27]([NH2:29])=[N:26][C:25]=1[C:30]1[CH:35]=[CH:34][CH:33]=[CH:32][CH:31]=1. (5) Given the product [NH2:32][C:31]1[C:26]2[CH:25]=[CH:24][N:23]([C@@H:11]3[O:12][C@H:13]([CH2:14][OH:15])[C@@H:9]([O:8][Si:1]([C:4]([CH3:7])([CH3:6])[CH3:5])([CH3:2])[CH3:3])[CH2:10]3)[C:27]=2[N:28]=[C:29]([Cl:33])[N:30]=1, predict the reactants needed to synthesize it. The reactants are: [Si:1]([O:8][C@@H:9]1[C@@H:13]([CH2:14][O:15][Si](C(C)(C)C)(C)C)[O:12][C@@H:11]([N:23]2[C:27]3[N:28]=[C:29]([Cl:33])[N:30]=[C:31]([NH2:32])[C:26]=3[CH:25]=[CH:24]2)[CH2:10]1)([C:4]([CH3:7])([CH3:6])[CH3:5])([CH3:3])[CH3:2].FC(F)(F)C(O)=O.O.C1(C)C=CC=CC=1. (6) Given the product [CH3:11][C:8]1([CH3:12])[C:9]2[C:5](=[CH:4][CH:3]=[C:2]([CH:20]=[O:21])[CH:10]=2)[CH2:6][O:7]1, predict the reactants needed to synthesize it. The reactants are: Br[C:2]1[CH:10]=[C:9]2[C:5]([CH2:6][O:7][C:8]2([CH3:12])[CH3:11])=[CH:4][CH:3]=1.CCCCCC.C[CH2:20][O:21]C(C)=O. (7) The reactants are: C(NC1S[C:7]([S:11]([NH:14][CH2:15][C@@H:16]([C:42]([OH:44])=[O:43])[NH:17][C:18](=[O:41])[C:19]2[CH:24]=[CH:23][C:22]([C:25]([NH:27][C@@H:28]([C:30]3[C:39]4[C:34](=[CH:35][CH:36]=[CH:37][CH:38]=4)[CH:33]=[CH:32][CH:31]=3)[CH3:29])=[O:26])=[CH:21][C:20]=2[Cl:40])(=[O:13])=[O:12])=[C:8]([CH3:10])N=1)(=O)C.[CH3:45]C1C=C(C(N[C@@H](C2C3C(=CC=CC=3)C=CC=2)C)=O)C=C(C)C=1C(N[C@H](C(O)=O)CNC(C1SC=CC=1)=O)=O.BrC1C=C(C(N[C@@H](C2C3C(=CC=CC=3)C=CC=2)C)=O)C=CC=1C(N[C@H](C(O)=O)CNC(C1SC=CC=1)=O)=O.ClC1C=C(C(N[C@@H](C2C3C(=CC=CC=3)C=CC=2)C)=O)C=C(Cl)C=1C(N[C@H](C(O)=O)CNC(C1SC=CC=1)=O)=O. Given the product [CH2:7]([S:11]([NH:14][CH2:15][C@@H:16]([C:42]([OH:44])=[O:43])[NH:17][C:18](=[O:41])[C:19]1[CH:24]=[CH:23][C:22]([C:25]([NH:27][C@@H:28]([C:30]2[C:39]3[C:34](=[CH:35][CH:36]=[CH:37][CH:38]=3)[CH:33]=[CH:32][CH:31]=2)[CH3:29])=[O:26])=[CH:21][C:20]=1[Cl:40])(=[O:12])=[O:13])[CH2:8][CH2:10][CH3:45], predict the reactants needed to synthesize it. (8) Given the product [C:12]([C:9]1[CH:10]=[C:11]([I:14])[C:2]([OH:1])=[C:3]([CH:8]=1)[C:4]([O:6][CH3:7])=[O:5])#[N:13], predict the reactants needed to synthesize it. The reactants are: [OH:1][C:2]1[CH:11]=[CH:10][C:9]([C:12]#[N:13])=[CH:8][C:3]=1[C:4]([O:6][CH3:7])=[O:5].[I:14]N1C(=O)CCC1=O. (9) Given the product [F:27][C:2]([F:26])([F:1])[C:3]1[CH:4]=[C:5]([C@H:13]2[CH2:18][CH2:17][CH2:16][N:15]([CH2:19][C@H:20]([O:25][C:36](=[O:37])[NH:35][C:32]3[CH:33]=[CH:34][C:29]([Cl:28])=[CH:30][CH:31]=3)[C:21]([F:24])([F:23])[F:22])[CH2:14]2)[CH:6]=[C:7]([C:9]([F:10])([F:11])[F:12])[CH:8]=1, predict the reactants needed to synthesize it. The reactants are: [F:1][C:2]([F:27])([F:26])[C:3]1[CH:4]=[C:5]([CH:13]2[CH2:18][CH2:17][CH2:16][N:15]([CH2:19][C@H:20]([OH:25])[C:21]([F:24])([F:23])[F:22])[CH2:14]2)[CH:6]=[C:7]([C:9]([F:12])([F:11])[F:10])[CH:8]=1.[Cl:28][C:29]1[CH:34]=[CH:33][C:32]([N:35]=[C:36]=[O:37])=[CH:31][CH:30]=1. (10) Given the product [CH2:1]([O:3][C:4](=[O:24])[CH:5]([O:22][CH3:23])[CH2:6][C:7]1[CH:12]=[CH:11][C:10]([OH:13])=[C:9]([CH3:21])[CH:8]=1)[CH3:2], predict the reactants needed to synthesize it. The reactants are: [CH2:1]([O:3][C:4](=[O:24])[CH:5]([O:22][CH3:23])[CH2:6][C:7]1[CH:12]=[CH:11][C:10]([O:13]CC2C=CC=CC=2)=[C:9]([CH3:21])[CH:8]=1)[CH3:2].